Dataset: Full USPTO retrosynthesis dataset with 1.9M reactions from patents (1976-2016). Task: Predict the reactants needed to synthesize the given product. (1) The reactants are: Cl.[N:2]1([CH2:8][CH2:9][CH2:10][O:11][C:12]2[CH:13]=[C:14]3[CH:20]=[C:19]([C:21]([OH:23])=O)[NH:18][C:15]3=[N:16][CH:17]=2)[CH2:7][CH2:6][CH2:5][CH2:4][CH2:3]1.[NH:24]1[CH2:28][CH2:27][CH2:26][CH2:25]1. Given the product [N:2]1([CH2:8][CH2:9][CH2:10][O:11][C:12]2[CH:13]=[C:14]3[CH:20]=[C:19]([C:21]([N:24]4[CH2:28][CH2:27][CH2:26][CH2:25]4)=[O:23])[NH:18][C:15]3=[N:16][CH:17]=2)[CH2:3][CH2:4][CH2:5][CH2:6][CH2:7]1, predict the reactants needed to synthesize it. (2) The reactants are: [C:1]([C:3]([OH:5])=[O:4])#N.[C:6]([CH2:8][CH2:9][C:10]1C=C[C:13](C(O)=O)=[CH:12][CH:11]=1)#[N:7].BrCCCCCCCC(O)=O.[C-]#N.[Na+].Cl.C#N. Given the product [C:6]([CH2:8][CH2:9][CH2:10][CH2:11][CH2:12][CH2:13][CH2:1][C:3]([OH:5])=[O:4])#[N:7], predict the reactants needed to synthesize it. (3) Given the product [Cl:1][C:2]1[CH:7]=[C:6]([Cl:8])[CH:5]=[CH:4][C:3]=1[C:9]1[N:10]=[C:11]([NH:14][C:25](=[O:26])[C:24]2[C:23]([F:22])=[CH:31][CH:30]=[CH:29][C:28]=2[F:32])[S:12][CH:13]=1, predict the reactants needed to synthesize it. The reactants are: [Cl:1][C:2]1[CH:7]=[C:6]([Cl:8])[CH:5]=[CH:4][C:3]=1[C:9]1[N:10]=[C:11]([NH2:14])[S:12][CH:13]=1.CCN(CC)CC.[F:22][C:23]1[CH:31]=[CH:30][CH:29]=[C:28]([F:32])[C:24]=1[C:25](Cl)=[O:26]. (4) Given the product [CH:38]1([C:9]2[C:8]3[C:12](=[CH:13][C:5]([C:3]([OH:4])=[O:2])=[CH:6][CH:7]=3)[N:11]([CH2:14][C:15]([N:17]3[CH2:18][CH2:19][O:20][CH2:21][CH2:22]3)=[O:16])[C:10]=2[C:23]2[CH:24]=[CH:25][C:26]([C:29]3[CH:34]=[CH:33][C:32]([N:35]([CH3:37])[CH3:36])=[CH:31][CH:30]=3)=[CH:27][CH:28]=2)[CH2:43][CH2:42][CH2:41][CH2:40][CH2:39]1, predict the reactants needed to synthesize it. The reactants are: C[O:2][C:3]([C:5]1[CH:13]=[C:12]2[C:8]([C:9]([CH:38]3[CH2:43][CH2:42][CH2:41][CH2:40][CH2:39]3)=[C:10]([C:23]3[CH:28]=[CH:27][C:26]([C:29]4[CH:34]=[CH:33][C:32]([N:35]([CH3:37])[CH3:36])=[CH:31][CH:30]=4)=[CH:25][CH:24]=3)[N:11]2[CH2:14][C:15]([N:17]2[CH2:22][CH2:21][O:20][CH2:19][CH2:18]2)=[O:16])=[CH:7][CH:6]=1)=[O:4]. (5) Given the product [N:12]1[CH:11]=[CH:10][N:7]2[CH:8]=[CH:9][C:4]([CH:3]=[O:2])=[N:5][C:6]=12, predict the reactants needed to synthesize it. The reactants are: C[O:2][CH:3](OC)[C:4]1[CH:9]=[CH:8][N:7]2[CH:10]=[CH:11][N:12]=[C:6]2[N:5]=1.C(OCC)(=O)C.C(=O)([O-])O.[Na+]. (6) Given the product [Cl:51][C:48]1[CH:49]=[CH:50][C:45]([NH:44][C:42](=[O:43])/[CH:41]=[CH:40]/[C@:23]23[CH2:35][C:34](=[O:36])[C:33]([CH:37]([CH3:38])[CH3:39])=[C:24]2[C@@H:25]2[C@@:20]([CH3:52])([CH2:21][CH2:22]3)[C@@:19]3([CH3:53])[C@@H:28]([C@:29]4([CH3:32])[C@@H:16]([CH2:17][CH2:18]3)[C:15]([CH3:54])([CH3:55])[C@@H:14]([O:13][C:11](=[O:12])[CH2:10][C:2]([CH3:1])([CH3:56])[C:3]([OH:5])=[O:4])[CH2:31][CH2:30]4)[CH2:27][CH2:26]2)=[N:46][CH:47]=1.[C:57]([OH:63])([C:59]([F:62])([F:61])[F:60])=[O:58], predict the reactants needed to synthesize it. The reactants are: [CH3:1][C:2]([CH3:56])([CH2:10][C:11]([O:13][C@H:14]1[CH2:31][CH2:30][C@@:29]2([CH3:32])[C@@H:16]([CH2:17][CH2:18][C@:19]3([CH3:53])[C@@H:28]2[CH2:27][CH2:26][C@H:25]2[C@@:20]3([CH3:52])[CH2:21][CH2:22][C@@:23]3(/[CH:40]=[CH:41]/[C:42]([NH:44][C:45]4[CH:50]=[CH:49][C:48]([Cl:51])=[CH:47][N:46]=4)=[O:43])[CH2:35][C:34](=[O:36])[C:33]([CH:37]([CH3:39])[CH3:38])=[C:24]32)[C:15]1([CH3:55])[CH3:54])=[O:12])[C:3]([O:5]C(C)(C)C)=[O:4].[C:57]([OH:63])([C:59]([F:62])([F:61])[F:60])=[O:58]. (7) Given the product [Br:1][C:2]1[CH:11]=[CH:10][C:9]2[N:8]=[CH:7][C:6]3[N:12]=[CH:13][N:14]([C:15]4[CH:16]=[C:17]([CH:20]=[CH:21][CH:22]=4)[CH2:18][NH2:19])[C:5]=3[C:4]=2[CH:3]=1, predict the reactants needed to synthesize it. The reactants are: [Br:1][C:2]1[CH:11]=[CH:10][C:9]2[N:8]=[CH:7][C:6]3[N:12]=[CH:13][N:14]([C:15]4[CH:16]=[C:17]([CH:20]=[CH:21][CH:22]=4)[C:18]#[N:19])[C:5]=3[C:4]=2[CH:3]=1. (8) Given the product [CH2:11]([S:13]([CH2:16][C:17]1[CH:22]=[C:21]([N:23]2[CH2:28][CH2:27][O:26][CH2:25][C@@H:24]2[CH3:29])[N:20]=[C:19]([C:30]2[CH:31]=[CH:32][C:33]([NH:34][C:2](=[O:3])[O:4][C:5]3[CH:10]=[CH:9][CH:8]=[CH:7][CH:6]=3)=[CH:35][CH:36]=2)[N:18]=1)(=[O:14])=[O:15])[CH3:12], predict the reactants needed to synthesize it. The reactants are: Cl[C:2]([O:4][C:5]1[CH:10]=[CH:9][CH:8]=[CH:7][CH:6]=1)=[O:3].[CH2:11]([S:13]([CH2:16][C:17]1[CH:22]=[C:21]([N:23]2[CH2:28][CH2:27][O:26][CH2:25][C@@H:24]2[CH3:29])[N:20]=[C:19]([C:30]2[CH:36]=[CH:35][C:33]([NH2:34])=[CH:32][CH:31]=2)[N:18]=1)(=[O:15])=[O:14])[CH3:12].C(=O)(O)[O-].[Na+].